Dataset: hERG potassium channel inhibition data for cardiac toxicity prediction from Karim et al.. Task: Regression/Classification. Given a drug SMILES string, predict its toxicity properties. Task type varies by dataset: regression for continuous values (e.g., LD50, hERG inhibition percentage) or binary classification for toxic/non-toxic outcomes (e.g., AMES mutagenicity, cardiotoxicity, hepatotoxicity). Dataset: herg_karim. The molecule is COc1cc(/C=C/c2nc3ccc(F)cc3c(=O)[nH]2)ccc1-n1cnc(C)c1. The result is 0 (non-blocker).